This data is from Peptide-MHC class II binding affinity with 134,281 pairs from IEDB. The task is: Regression. Given a peptide amino acid sequence and an MHC pseudo amino acid sequence, predict their binding affinity value. This is MHC class II binding data. (1) The peptide sequence is ADLIAYLKQATAK. The binding affinity (normalized) is 0.385. The MHC is H-2-IEk with pseudo-sequence H-2-IEk. (2) The peptide sequence is QHNHRPGYHTQTAGP. The MHC is DRB1_0401 with pseudo-sequence DRB1_0401. The binding affinity (normalized) is 0.258. (3) The peptide sequence is IAFFRKEPLKECGGI. The MHC is DRB1_1602 with pseudo-sequence DRB1_1602. The binding affinity (normalized) is 0.401. (4) The peptide sequence is MEVGAYRAPASRAVHLYRNGK. The MHC is HLA-DPA10103-DPB10201 with pseudo-sequence HLA-DPA10103-DPB10201. The binding affinity (normalized) is 0. (5) The peptide sequence is AWMSAAAAQAEQAAT. The MHC is HLA-DQA10102-DQB10502 with pseudo-sequence HLA-DQA10102-DQB10502. The binding affinity (normalized) is 0.405. (6) The peptide sequence is EQEILNYMSPHHKKL. The MHC is DRB1_0301 with pseudo-sequence DRB1_0301. The binding affinity (normalized) is 0.592. (7) The peptide sequence is DKGPGFVVTGRVYCD. The MHC is DRB1_0405 with pseudo-sequence DRB1_0405. The binding affinity (normalized) is 0.169.